This data is from Reaction yield outcomes from USPTO patents with 853,638 reactions. The task is: Predict the reaction yield, written as a fraction of the theoretical maximum amount of product (1.0 means a 100% yield; for example, 0.34 means a 34% yield). (1) The reactants are [CH:1]1([N:4]2[CH2:9][CH2:8][N:7]([C:10]3[S:11][C:12]4[CH:18]=[C:17]([CH:19]=O)[CH:16]=[CH:15][C:13]=4[N:14]=3)[CH2:6][CH2:5]2)[CH2:3][CH2:2]1.Cl.[CH3:22][NH:23][CH3:24].C(O)(=O)C.[BH3-]C#N.[Na+]. The catalyst is CO.C1COCC1. The product is [CH:1]1([N:4]2[CH2:9][CH2:8][N:7]([C:10]3[S:11][C:12]4[CH:18]=[C:17]([CH2:19][N:23]([CH3:24])[CH3:22])[CH:16]=[CH:15][C:13]=4[N:14]=3)[CH2:6][CH2:5]2)[CH2:3][CH2:2]1. The yield is 0.320. (2) The reactants are [CH2:1]([N:8]([CH2:16][C:17]1[CH:22]=[CH:21][CH:20]=[CH:19][CH:18]=1)[CH2:9][CH2:10][N:11]1[CH:15]=[CH:14][N:13]=[N:12]1)[C:2]1[CH:7]=[CH:6][CH:5]=[CH:4][CH:3]=1.[Li]CCCC.CCCCCC.CON(C)[C:37](=[O:39])[CH3:38]. The catalyst is C1COCC1.O. The product is [CH2:16]([N:8]([CH2:1][C:2]1[CH:3]=[CH:4][CH:5]=[CH:6][CH:7]=1)[CH2:9][CH2:10][N:11]1[C:15]([C:37](=[O:39])[CH3:38])=[CH:14][N:13]=[N:12]1)[C:17]1[CH:22]=[CH:21][CH:20]=[CH:19][CH:18]=1. The yield is 0.430. (3) The reactants are [CH3:1][N:2]([CH3:22])[CH:3]1[CH2:7][CH2:6][N:5]([C:8]2[N:13]=[CH:12][C:11]([N:14]3[CH:19]=[CH:18][C:17]([OH:20])=[CH:16][C:15]3=[O:21])=[CH:10][CH:9]=2)[CH2:4]1.C1(P(C2C=CC=CC=2)C2C=CC=CC=2)C=CC=CC=1.[N:42]1[CH:47]=[CH:46][CH:45]=[CH:44][C:43]=1[CH2:48]O.N(/C(OC(C)(C)C)=O)=N\C(OC(C)(C)C)=O. The catalyst is ClCCl. The product is [N:42]1[CH:47]=[CH:46][CH:45]=[CH:44][C:43]=1[CH2:48][O:20][C:17]1[CH:18]=[CH:19][N:14]([C:11]2[CH:12]=[N:13][C:8]([N:5]3[CH2:6][CH2:7][CH:3]([N:2]([CH3:22])[CH3:1])[CH2:4]3)=[CH:9][CH:10]=2)[C:15](=[O:21])[CH:16]=1. The yield is 0.390. (4) The reactants are [OH-].[K+].C([O:10][C:11]([N:13]1[CH2:18][CH2:17][C:16]([N:25]([CH3:27])[CH3:26])([C:19]2[CH:24]=[CH:23][CH:22]=[CH:21][CH:20]=2)[CH2:15][CH2:14]1)=[O:12])C1C=CC=CC=1.C(=O)([O-])O.[Na+].[CH3:33][C:34](OC(OC(O[C:34]([CH3:36])([CH3:35])[CH3:33])=O)=O)([CH3:36])[CH3:35]. The catalyst is C(O)C.CO.C(Cl)(Cl)Cl. The product is [C:34]([O:10][C:11]([N:13]1[CH2:14][CH2:15][C:16]([N:25]([CH3:26])[CH3:27])([C:19]2[CH:24]=[CH:23][CH:22]=[CH:21][CH:20]=2)[CH2:17][CH2:18]1)=[O:12])([CH3:36])([CH3:35])[CH3:33]. The yield is 0.770. (5) The reactants are [Br:1][C:2]1[CH:14]=[CH:13][C:5]([CH2:6][CH:7]2[CH2:12][CH2:11][CH2:10][CH2:9][NH:8]2)=[CH:4][CH:3]=1.[CH:15](=O)[C:16]1[CH:21]=[CH:20][CH:19]=[CH:18][CH:17]=1.C([BH3-])#N.[Na+].C(=O)(O)[O-].[Na+]. The catalyst is C(O)(=O)C.CO. The product is [CH2:15]([N:8]1[CH2:9][CH2:10][CH2:11][CH2:12][CH:7]1[CH2:6][C:5]1[CH:13]=[CH:14][C:2]([Br:1])=[CH:3][CH:4]=1)[C:16]1[CH:21]=[CH:20][CH:19]=[CH:18][CH:17]=1. The yield is 0.520. (6) The reactants are Cl[CH2:2][C:3]([NH:5][C:6]1[CH:19]=[CH:18][C:17]2[C:16](=[O:20])[C:15]3[C:10](=[CH:11][C:12]([NH:21][C:22](=[O:25])[CH2:23]Cl)=[CH:13][CH:14]=3)[C:9](=[O:26])[C:8]=2[CH:7]=1)=[O:4].[CH3:27][NH:28][CH3:29].[N:30]1[CH:35]=CC=C[CH:31]=1. The catalyst is CN(C)C=O. The product is [CH3:27][N:28]([CH3:29])[CH2:2][C:3]([NH:5][C:6]1[CH:19]=[CH:18][C:17]2[C:16](=[O:20])[C:15]3[C:10](=[CH:11][C:12]([NH:21][C:22](=[O:25])[CH2:23][N:30]([CH3:35])[CH3:31])=[CH:13][CH:14]=3)[C:9](=[O:26])[C:8]=2[CH:7]=1)=[O:4]. The yield is 0.260. (7) The reactants are [C:1]([O:5][C:6]([N:8]1[CH2:12][CH2:11][CH2:10][C@@H:9]1[C:13](=O)[NH2:14])=[O:7])([CH3:4])([CH3:3])[CH3:2].N1C(Cl)=NC(Cl)=NC=1Cl. The catalyst is CN(C=O)C. The product is [C:1]([O:5][C:6]([N:8]1[CH2:12][CH2:11][CH2:10][C@@H:9]1[C:13]#[N:14])=[O:7])([CH3:4])([CH3:2])[CH3:3]. The yield is 0.840. (8) The reactants are [CH2:1]([O:8][C:9]1[CH:14]=[CH:13][C:12]([CH2:15][C@H:16]([NH:36]C(=O)OCC2C3C=CC=CC=3C3C2=CC=CC=3)[C:17](=[O:35])[N:18]([CH2:27][CH:28]([O:32][CH2:33][CH3:34])[O:29][CH2:30][CH3:31])[CH2:19][C:20]2[CH:25]=[CH:24][CH:23]=[C:22]([F:26])[N:21]=2)=[C:11]([F:54])[CH:10]=1)[C:2]1[CH:7]=[CH:6][CH:5]=[CH:4][CH:3]=1.C1COCC1.C(NCC)C. The catalyst is C(OCC)(=O)C. The product is [NH2:36][C@@H:16]([CH2:15][C:12]1[CH:13]=[CH:14][C:9]([O:8][CH2:1][C:2]2[CH:3]=[CH:4][CH:5]=[CH:6][CH:7]=2)=[CH:10][C:11]=1[F:54])[C:17]([N:18]([CH2:27][CH:28]([O:32][CH2:33][CH3:34])[O:29][CH2:30][CH3:31])[CH2:19][C:20]1[CH:25]=[CH:24][CH:23]=[C:22]([F:26])[N:21]=1)=[O:35]. The yield is 0.930. (9) The reactants are [Cl:1][C:2]1[CH:3]=[CH:4][C:5]([C:22](OC)=[O:23])=[C:6]2[C:10]=1[N:9]=[C:8]1[N:11]([C:14]3[CH:19]=[CH:18][C:17]([Cl:20])=[CH:16][C:15]=3[Cl:21])[CH2:12][CH2:13][N:7]21.[CH:26]1([Mg]Br)[CH2:28][CH2:27]1.O.O1[CH2:36][CH2:35][CH2:34]C1. No catalyst specified. The product is [Cl:1][C:2]1[C:10]2[N:9]=[C:8]3[N:11]([C:14]4[CH:19]=[CH:18][C:17]([Cl:20])=[CH:16][C:15]=4[Cl:21])[CH2:12][CH2:13][N:7]3[C:6]=2[C:5]([C:22]([CH:34]2[CH2:35][CH2:36]2)([CH:26]2[CH2:28][CH2:27]2)[OH:23])=[CH:4][CH:3]=1. The yield is 0.570. (10) The reactants are C(N(CC)CC)C.Cl.[NH2:9][CH2:10][C:11]1[CH:19]=[CH:18][CH:17]=[C:16]2[C:12]=1[CH2:13][N:14]([CH:21]1[CH2:26][CH2:25][C:24](=[O:27])[NH:23][C:22]1=[O:28])[C:15]2=[O:20].[CH3:29][O:30][CH2:31][C:32](Cl)=[O:33]. The catalyst is C1COCC1. The product is [O:28]=[C:22]1[CH:21]([N:14]2[CH2:13][C:12]3[C:16](=[CH:17][CH:18]=[CH:19][C:11]=3[CH2:10][NH:9][C:32](=[O:33])[CH2:31][O:30][CH3:29])[C:15]2=[O:20])[CH2:26][CH2:25][C:24](=[O:27])[NH:23]1. The yield is 0.570.